From a dataset of Reaction yield outcomes from USPTO patents with 853,638 reactions. Predict the reaction yield, written as a fraction of the theoretical maximum amount of product (1.0 means a 100% yield; for example, 0.34 means a 34% yield). (1) The reactants are Br[C:2]1[C:3]([C:9]#[N:10])=[N:4][C:5]([CH3:8])=[CH:6][CH:7]=1.C([O-])([O-])=O.[K+].[K+].[N:17]1[NH:18][N:19]=[CH:20][CH:21]=1. The catalyst is CN(C=O)C. The product is [CH3:8][C:5]1[N:4]=[C:3]([C:9]#[N:10])[C:2]([N:18]2[N:19]=[CH:20][CH:21]=[N:17]2)=[CH:7][CH:6]=1. The yield is 0.480. (2) The reactants are [C:1]([O:9][C@@H:10]1[CH2:15][O:14][C:12](=[O:13])[CH2:11]1)(=[O:8])[C:2]1[CH:7]=[CH:6][CH:5]=[CH:4][CH:3]=1.[H-].C([Al+]C(C)C)(C)C. The catalyst is C1COCC1.C1(C)C=CC=CC=1. The product is [C:1]([O:9][C@H:10]([CH2:15][OH:14])[CH2:11][CH:12]=[O:13])(=[O:8])[C:2]1[CH:7]=[CH:6][CH:5]=[CH:4][CH:3]=1. The yield is 0.750. (3) The reactants are [Br:1][C:2]1[C:3]([C:7]#[N:8])=[N:4][NH:5][CH:6]=1.[O:9]1[CH:14]=[CH:13][CH2:12][CH2:11][CH2:10]1.[H-].[Na+]. The catalyst is C(O)(C(F)(F)F)=O. The product is [Br:1][C:2]1[CH:6]=[N:5][N:4]([CH:10]2[CH2:11][CH2:12][CH2:13][CH2:14][O:9]2)[C:3]=1[C:7]#[N:8]. The yield is 0.400. (4) The reactants are [CH3:1][O:2][C:3]1[CH:12]=[CH:11][CH:10]=[C:9]2[C:4]=1[CH2:5][CH2:6][C:7]([NH2:16])([C:13]([OH:15])=[O:14])[CH2:8]2.C(N(CC)CC)C.[C:24](=O)([O:40]N1C(=O)CCC1=O)[O:25][CH2:26][CH:27]1[C:39]2[CH:38]=[CH:37][CH:36]=[CH:35][C:34]=2[C:33]2[C:28]1=[CH:29][CH:30]=[CH:31][CH:32]=2. The catalyst is C(#N)C.O. The product is [C:24]([CH:8]1[C:9]2[C:4](=[C:3]([O:2][CH3:1])[CH:12]=[CH:11][CH:10]=2)[CH2:5][CH2:6][C:7]1([NH2:16])[C:13]([OH:15])=[O:14])([O:25][CH2:26][CH:27]1[C:28]2[C:33](=[CH:32][CH:31]=[CH:30][CH:29]=2)[C:34]2[C:39]1=[CH:38][CH:37]=[CH:36][CH:35]=2)=[O:40]. The yield is 0.710. (5) The catalyst is Cl. The product is [NH2:1][C:2]1[C:10]([CH3:11])=[CH:9][C:8]([I:12])=[CH:7][C:3]=1[C:4]([OH:6])=[O:5]. The yield is 0.780. The reactants are [NH2:1][C:2]1[C:10]([CH3:11])=[CH:9][CH:8]=[CH:7][C:3]=1[C:4]([OH:6])=[O:5].[I:12]Cl. (6) The reactants are COC(=O)[CH2:4][NH:5][CH2:6][C@H:7]([NH:14][C:15]([O:17]CC1C=CC=CC=1)=O)[CH:8]1[CH2:13][CH2:12][CH2:11][CH2:10][CH2:9]1.N#N. The catalyst is CO.C(Cl)Cl.[Pd]. The product is [CH:8]1([C@H:7]2[NH:14][C:15](=[O:17])[CH2:4][NH:5][CH2:6]2)[CH2:13][CH2:12][CH2:11][CH2:10][CH2:9]1. The yield is 1.27. (7) The reactants are [CH3:1][C:2]1([C:12]([O:14][CH2:15][CH3:16])=[O:13])[CH2:11][CH2:10][C:5]2(OCC[O:6]2)[CH2:4][CH2:3]1.CC1C=CC(S(O)(=O)=O)=CC=1.O. The catalyst is CC(C)=O.O. The product is [CH3:1][C:2]1([C:12]([O:14][CH2:15][CH3:16])=[O:13])[CH2:3][CH2:4][C:5](=[O:6])[CH2:10][CH2:11]1. The yield is 0.670. (8) The reactants are C(Cl)(=O)C(Cl)=O.CS(C)=O.[OH:11][CH2:12][C:13]1[C:18](=[O:19])[CH:17]=[CH:16][N:15]([C:20]2[CH:25]=[CH:24][CH:23]=[C:22]([C:26]([F:29])([F:28])[F:27])[CH:21]=2)[N:14]=1.CCN(CC)CC. The catalyst is C1COCC1.Cl. The product is [O:19]=[C:18]1[CH:17]=[CH:16][N:15]([C:20]2[CH:25]=[CH:24][CH:23]=[C:22]([C:26]([F:29])([F:28])[F:27])[CH:21]=2)[N:14]=[C:13]1[CH:12]=[O:11]. The yield is 0.510.